This data is from Full USPTO retrosynthesis dataset with 1.9M reactions from patents (1976-2016). The task is: Predict the reactants needed to synthesize the given product. Given the product [N:4]1([C:7]2[N:12]=[C:11]([N:13]3[CH2:18][CH2:17][O:16][CH2:15][CH2:14]3)[N:10]=[C:9]([C:19]3[CH:25]=[CH:24][C:22]([NH:23][C:27]4[NH:28][CH2:29][CH2:30][N:26]=4)=[CH:21][CH:20]=3)[N:8]=2)[CH2:5][CH2:6][O:1][CH2:2][CH2:3]1, predict the reactants needed to synthesize it. The reactants are: [O:1]1[CH2:6][CH2:5][N:4]([C:7]2[N:12]=[C:11]([N:13]3[CH2:18][CH2:17][O:16][CH2:15][CH2:14]3)[N:10]=[C:9]([C:19]3[CH:25]=[CH:24][C:22]([NH2:23])=[CH:21][CH:20]=3)[N:8]=2)[CH2:3][CH2:2]1.[NH:26]1[CH2:30][CH2:29][NH:28][C:27]1=S.